From a dataset of Full USPTO retrosynthesis dataset with 1.9M reactions from patents (1976-2016). Predict the reactants needed to synthesize the given product. (1) Given the product [Br:20][C:21]1[CH:26]=[CH:25][C:24]([C:27]2[N:31]=[C:30]([NH:11][CH:5]([CH2:6][C:7]([F:9])([F:8])[F:10])[C:4]([O:3][CH3:2])=[O:12])[S:29][CH:28]=2)=[CH:23][CH:22]=1, predict the reactants needed to synthesize it. The reactants are: Cl.[CH3:2][O:3][C:4](=[O:12])[CH:5]([NH2:11])[CH2:6][C:7]([F:10])([F:9])[F:8].C(N(CC)CC)C.[Br:20][C:21]1[CH:26]=[CH:25][C:24]([C:27](=O)[CH2:28][S:29][C:30]#[N:31])=[CH:23][CH:22]=1. (2) Given the product [F:43][C:42]([F:45])([F:44])[C:40]([OH:46])=[O:41].[CH3:7][C:4]1[C:3]2[C:8]3[C:9]([O:16][CH2:17][CH:18]4[CH2:23][CH2:22][NH:21][CH2:20][CH2:19]4)=[C:10]([O:14][CH3:15])[CH:11]=[CH:12][C:13]=3[C:36]([C:35]3[CH:38]=[CH:39][C:32]([OH:31])=[CH:33][CH:34]=3)=[N:1][C:2]=2[NH:6][N:5]=1, predict the reactants needed to synthesize it. The reactants are: [NH2:1][C:2]1[NH:6][N:5]=[C:4]([CH3:7])[C:3]=1[C:8]1[CH:13]=[CH:12][CH:11]=[C:10]([O:14][CH3:15])[C:9]=1[O:16][CH2:17][CH:18]1[CH2:23][CH2:22][N:21](C(OC(C)(C)C)=O)[CH2:20][CH2:19]1.[OH:31][C:32]1[CH:39]=[CH:38][C:35]([CH:36]=O)=[CH:34][CH:33]=1.[C:40]([OH:46])([C:42]([F:45])([F:44])[F:43])=[O:41]. (3) Given the product [Br:1][C:2]1[CH:3]=[CH:4][C:5]([NH:8][C:45](=[O:46])[CH2:44][S:43][CH3:42])=[N:6][CH:7]=1, predict the reactants needed to synthesize it. The reactants are: [Br:1][C:2]1[CH:3]=[CH:4][C:5]([NH2:8])=[N:6][CH:7]=1.CN(C(ON1N=NC2C=CC=NC1=2)=[N+](C)C)C.F[P-](F)(F)(F)(F)F.CCN(C(C)C)C(C)C.[CH3:42][S:43][CH2:44][C:45](O)=[O:46]. (4) Given the product [N+:1]([C:4]1[CH:5]=[C:6]2[C:10](=[CH:11][CH:12]=1)[N:9]([CH2:13][CH2:14][CH2:15][OH:16])[C:8]([C:20]1[CH:25]=[CH:24][CH:23]=[CH:22][CH:21]=1)=[CH:7]2)([O-:3])=[O:2], predict the reactants needed to synthesize it. The reactants are: [N+:1]([C:4]1[CH:5]=[C:6]2[C:10](=[CH:11][CH:12]=1)[N:9]([CH2:13][CH2:14][C:15](OCC)=[O:16])[C:8]([C:20]1[CH:25]=[CH:24][CH:23]=[CH:22][CH:21]=1)=[CH:7]2)([O-:3])=[O:2].C1COCC1.O.Cl. (5) The reactants are: [Br:1][C:2]1[CH:7]=[CH:6][C:5]([CH:8]([C:10]2[CH:15]=[CH:14][C:13]([Cl:16])=[CH:12][CH:11]=2)[OH:9])=[CH:4][CH:3]=1.O[CH2:18][CH2:19][N:20]1[C:24](=[O:25])[C:23]2=[CH:26][CH:27]=[CH:28][CH:29]=[C:22]2[C:21]1=[O:30].O.C1(C)C=CC(S(O)(=O)=O)=CC=1. Given the product [Br:1][C:2]1[CH:7]=[CH:6][C:5]([CH:8]([C:10]2[CH:15]=[CH:14][C:13]([Cl:16])=[CH:12][CH:11]=2)[O:9][CH2:18][CH2:19][N:20]2[C:21](=[O:30])[C:22]3[C:23](=[CH:26][CH:27]=[CH:28][CH:29]=3)[C:24]2=[O:25])=[CH:4][CH:3]=1, predict the reactants needed to synthesize it.